From a dataset of Full USPTO retrosynthesis dataset with 1.9M reactions from patents (1976-2016). Predict the reactants needed to synthesize the given product. (1) Given the product [Cl:21][C:22]1[CH:23]=[C:24]([CH:27]=[CH:28][C:29]=1[N:8]1[C:4]2=[N:5][CH:6]=[CH:7][C:2]([I:1])=[C:3]2[C:10]([C:11]([F:14])([F:12])[F:13])=[N:9]1)[C:25]([NH2:26])=[O:16], predict the reactants needed to synthesize it. The reactants are: [I:1][C:2]1[CH:7]=[CH:6][N:5]=[C:4]2[NH:8][N:9]=[C:10]([C:11]([F:14])([F:13])[F:12])[C:3]=12.C(=O)([O-])[O-:16].[Cs+].[Cs+].[Cl:21][C:22]1[CH:23]=[C:24]([CH:27]=[CH:28][C:29]=1F)[C:25]#[N:26].C(OCC)(=O)C. (2) Given the product [CH3:19][C:18]1[N:17]=[C:16]([CH2:15][CH2:14][NH2:13])[S:23][N:20]=1, predict the reactants needed to synthesize it. The reactants are: NOS(O)(=O)=O.C(OC(=O)[NH:13][CH2:14][CH2:15][C:16](=[S:23])[N:17]=[C:18]([N:20](C)C)[CH3:19])(C)(C)C.N1C=CC=CC=1.Cl. (3) The reactants are: [CH3:1][NH:2][C@H:3]([C:7]([NH:9][C@H:10]([C:14]([N:16]([C@@H:18]([C@@H:48]([CH3:51])[CH2:49][CH3:50])[C@H:19]([O:46][CH3:47])[CH2:20][C:21]([N:23]1[CH2:27][CH2:26][CH2:25][C@H:24]1[C@H:28]([O:44][CH3:45])[C@@H:29]([CH3:43])[C:30]([NH:32][C@H:33]([CH3:42])[C@@H:34]([OH:41])[C:35]1[CH:40]=[CH:39][CH:38]=[CH:37][CH:36]=1)=[O:31])=[O:22])[CH3:17])=[O:15])[CH:11]([CH3:13])[CH3:12])=[O:8])[CH:4]([CH3:6])[CH3:5].O=[CH:53][CH2:54][CH2:55][C:56]([OH:58])=[O:57].C([BH3-])#N.[Na+]. Given the product [C:56]([CH2:55][CH2:54][CH2:53][N:2]([CH3:1])[C@H:3]([C:7]([NH:9][C@H:10]([C:14]([N:16]([C@@H:18]([C@@H:48]([CH3:51])[CH2:49][CH3:50])[C@H:19]([O:46][CH3:47])[CH2:20][C:21]([N:23]1[CH2:27][CH2:26][CH2:25][C@H:24]1[C@H:28]([O:44][CH3:45])[C@@H:29]([CH3:43])[C:30]([NH:32][C@H:33]([CH3:42])[C@@H:34]([OH:41])[C:35]1[CH:36]=[CH:37][CH:38]=[CH:39][CH:40]=1)=[O:31])=[O:22])[CH3:17])=[O:15])[CH:11]([CH3:12])[CH3:13])=[O:8])[CH:4]([CH3:6])[CH3:5])([OH:58])=[O:57], predict the reactants needed to synthesize it. (4) Given the product [NH2:1][C:2]1[C:6]([C:7]([O:9][CH2:10][CH3:11])=[O:8])=[CH:5][N:4]([C:13]2[CH:14]=[N:15][CH:16]=[CH:17][CH:18]=2)[N:3]=1, predict the reactants needed to synthesize it. The reactants are: [NH2:1][C:2]1[C:6]([C:7]([O:9][CH2:10][CH3:11])=[O:8])=[CH:5][NH:4][N:3]=1.I[C:13]1[CH:14]=[N:15][CH:16]=[CH:17][CH:18]=1.C(=O)([O-])[O-].[Cs+].[Cs+].[Cl-].[Na+]. (5) Given the product [F:1][C:2]1[CH:22]=[CH:21][CH:20]=[CH:19][C:3]=1[O:4][C:5]1[CH:6]=[CH:7][C:8]([N:11]([CH2:12][C:13]2[CH:14]=[N:15][CH:16]=[CH:17][CH:18]=2)[S:25]([CH2:23][CH3:24])(=[O:27])=[O:26])=[CH:9][CH:10]=1, predict the reactants needed to synthesize it. The reactants are: [F:1][C:2]1[CH:22]=[CH:21][CH:20]=[CH:19][C:3]=1[O:4][C:5]1[CH:10]=[CH:9][C:8]([NH:11][CH2:12][C:13]2[CH:14]=[N:15][CH:16]=[CH:17][CH:18]=2)=[CH:7][CH:6]=1.[CH2:23]([S:25](Cl)(=[O:27])=[O:26])[CH3:24]. (6) Given the product [CH3:5][N:6]1[C:14]2[C:9](=[C:10]([F:17])[C:11]([OH:15])=[CH:12][CH:13]=2)[CH:8]=[C:7]1[CH3:18], predict the reactants needed to synthesize it. The reactants are: B(Br)(Br)Br.[CH3:5][N:6]1[C:14]2[C:9](=[C:10]([F:17])[C:11]([O:15]C)=[CH:12][CH:13]=2)[CH:8]=[C:7]1[CH3:18].